This data is from Catalyst prediction with 721,799 reactions and 888 catalyst types from USPTO. The task is: Predict which catalyst facilitates the given reaction. (1) Reactant: [NH2:1][C:2]1[CH:11]=[C:10]2[C:5]([CH:6]=[CH:7][N:8]=[C:9]2[N:12]2[CH2:17][CH2:16][N:15]([CH3:18])[CH2:14][CH2:13]2)=[CH:4][CH:3]=1.CCN(CC)CC.[Cl:26][C:27]1[CH:35]=[CH:34][C:30]([C:31](Cl)=[O:32])=[CH:29][CH:28]=1. Product: [Cl:26][C:27]1[CH:35]=[CH:34][C:30]([C:31]([NH:1][C:2]2[CH:11]=[C:10]3[C:5]([CH:6]=[CH:7][N:8]=[C:9]3[N:12]3[CH2:13][CH2:14][N:15]([CH3:18])[CH2:16][CH2:17]3)=[CH:4][CH:3]=2)=[O:32])=[CH:29][CH:28]=1. The catalyst class is: 64. (2) Reactant: [CH3:1][O:2][C:3]1[CH:4]=[C:5]2[C:10](=[C:11]([O:15][CH3:16])[C:12]=1[O:13][CH3:14])[CH:9]=[C:8](/[CH:17]=[CH:18]/[C:19]([OH:21])=[O:20])[CH2:7][CH2:6]2.ClC1C(=O)C(C#N)=C(C#N)C(=O)C=1Cl. Product: [CH3:1][O:2][C:3]1[CH:4]=[C:5]2[C:10](=[C:11]([O:15][CH3:16])[C:12]=1[O:13][CH3:14])[CH:9]=[C:8](/[CH:17]=[CH:18]/[C:19]([OH:21])=[O:20])[CH:7]=[CH:6]2. The catalyst class is: 11. (3) Reactant: [CH3:1][C:2]1[C:10]2[CH2:9][O:8][C:7](=[O:11])[C:6]=2[CH:5]=[CH:4][C:3]=1[CH:12]([CH3:16])[C:13](O)=[O:14].B.C1COCC1. Product: [OH:14][CH2:13][CH:12]([C:3]1[CH:4]=[CH:5][C:6]2[C:7](=[O:11])[O:8][CH2:9][C:10]=2[C:2]=1[CH3:1])[CH3:16]. The catalyst class is: 1. (4) Reactant: Cl.[F:2][C:3]([F:18])([F:17])[C:4]1[N:5]=[CH:6][C:7]([NH:10][C@H:11]2[CH2:15][CH2:14][CH2:13][C@@H:12]2[NH2:16])=[N:8][CH:9]=1.[F:19][C:20]([F:32])([F:31])[O:21][C:22]1[C:23]([C:28](O)=[O:29])=[N:24][CH:25]=[CH:26][CH:27]=1.C(Cl)CCl.N1C2C(=NC=CC=2)N(O)N=1.C(N(CC)CC)C. Product: [F:32][C:20]([F:19])([F:31])[O:21][C:22]1[C:23]([C:28]([NH:16][C@H:12]2[CH2:13][CH2:14][CH2:15][C@@H:11]2[NH:10][C:7]2[CH:6]=[N:5][C:4]([C:3]([F:2])([F:17])[F:18])=[CH:9][N:8]=2)=[O:29])=[N:24][CH:25]=[CH:26][CH:27]=1. The catalyst class is: 2. (5) Reactant: [F:1][C:2]1[C:3]([C:31]2[CH:36]=[C:35]([F:37])[CH:34]=[CH:33][C:32]=2[O:38][CH3:39])=[C:4]2[CH:10]=[C:9]([C:11]3[CH2:16][CH2:15][CH:14]([C:17]([O:19]CC)=[O:18])[CH2:13][CH:12]=3)[N:8](S(C3C=CC=CC=3)(=O)=O)[C:5]2=[N:6][CH:7]=1.[OH-].[Na+]. Product: [F:1][C:2]1[C:3]([C:31]2[CH:36]=[C:35]([F:37])[CH:34]=[CH:33][C:32]=2[O:38][CH3:39])=[C:4]2[CH:10]=[C:9]([C:11]3[CH2:16][CH2:15][CH:14]([C:17]([OH:19])=[O:18])[CH2:13][CH:12]=3)[NH:8][C:5]2=[N:6][CH:7]=1. The catalyst class is: 12. (6) Reactant: C1(C)C=CC=CC=1.[Cl:8][C:9]1[CH:14]=[CH:13][C:12]([S:15]([CH2:18][C:19]2[CH:24]=[CH:23][N:22]=[CH:21][CH:20]=2)(=[O:17])=[O:16])=[CH:11][CH:10]=1.C(C=P(CCCC)(CCCC)CCCC)#N.[CH2:41]([N:48]1[CH2:53][CH2:52][CH:51](O)[CH2:50][CH2:49]1)[C:42]1[CH:47]=[CH:46][CH:45]=[CH:44][CH:43]=1. Product: [CH2:41]([N:48]1[CH2:53][CH2:52][CH:51]([CH:18]([S:15]([C:12]2[CH:13]=[CH:14][C:9]([Cl:8])=[CH:10][CH:11]=2)(=[O:17])=[O:16])[C:19]2[CH:20]=[CH:21][N:22]=[CH:23][CH:24]=2)[CH2:50][CH2:49]1)[C:42]1[CH:47]=[CH:46][CH:45]=[CH:44][CH:43]=1. The catalyst class is: 5. (7) Reactant: [Br:1][C:2]1[C:8]([F:9])=[CH:7][C:5]([NH2:6])=[CH:4][C:3]=1[F:10].[C:11](Cl)(=[O:13])[CH3:12].C(N(C(C)C)C(C)C)C. Product: [Br:1][C:2]1[C:8]([F:9])=[CH:7][C:5]([NH:6][C:11](=[O:13])[CH3:12])=[CH:4][C:3]=1[F:10]. The catalyst class is: 1.